Dataset: Catalyst prediction with 721,799 reactions and 888 catalyst types from USPTO. Task: Predict which catalyst facilitates the given reaction. (1) Reactant: [N+:1]([C:4]1[CH:13]=[CH:12][CH:11]=[C:10]2[C:5]=1[CH:6]=[CH:7][N:8]=[CH:9]2)([O-:3])=[O:2].Cl.[NH2:15]O.C(O)C.[OH-].[Na+]. Product: [NH2:15][C:11]1[CH:12]=[CH:13][C:4]([N+:1]([O-:3])=[O:2])=[C:5]2[C:10]=1[CH:9]=[N:8][CH:7]=[CH:6]2. The catalyst class is: 5. (2) Reactant: [CH2:1]([C:5]([CH2:10][C:11]1[CH:16]=[CH:15][C:14]([OH:17])=[CH:13][CH:12]=1)([C:8]#[N:9])[C:6]#[N:7])[CH2:2][CH:3]=[CH2:4].[CH2:18](Br)[CH:19]=[CH2:20].C(=O)([O-])[O-].[K+].[K+].O. Product: [CH2:1]([C:5]([CH2:10][C:11]1[CH:16]=[CH:15][C:14]([O:17][CH2:20][CH:19]=[CH2:18])=[CH:13][CH:12]=1)([C:8]#[N:9])[C:6]#[N:7])[CH2:2][CH:3]=[CH2:4]. The catalyst class is: 9. (3) Reactant: [C:1]([CH:3](P(OCC)(OCC)=O)[N:4]1[CH2:9][CH2:8][N:7]([C:10]([O:12][C:13]([CH3:16])([CH3:15])[CH3:14])=[O:11])[CH2:6][CH2:5]1)#[N:2].C[Si]([N-][Si](C)(C)C)(C)C.[Na+].[S:35]1[CH:39]=[CH:38][N:37]=[C:36]1[CH:40]=O. Product: [C:1]([C:3]([N:4]1[CH2:5][CH2:6][N:7]([C:10]([O:12][C:13]([CH3:14])([CH3:15])[CH3:16])=[O:11])[CH2:8][CH2:9]1)=[CH:40][C:36]1[S:35][CH:39]=[CH:38][N:37]=1)#[N:2]. The catalyst class is: 1. (4) Reactant: [CH3:1][O-].[Na+].[NH2:4][C:5]1[CH:10]=[CH:9][C:8]([C:11]2[CH:12]=[C:13]3[C:18](=[CH:19][CH:20]=2)[N:17]=[C:16]([O:21][CH2:22][CH2:23][O:24][CH2:25][CH2:26][O:27][CH2:28][CH2:29][OH:30])[CH:15]=[CH:14]3)=[CH:7][CH:6]=1.C=O.[BH4-].[Na+]. Product: [CH3:1][NH:4][C:5]1[CH:10]=[CH:9][C:8]([C:11]2[CH:12]=[C:13]3[C:18](=[CH:19][CH:20]=2)[N:17]=[C:16]([O:21][CH2:22][CH2:23][O:24][CH2:25][CH2:26][O:27][CH2:28][CH2:29][OH:30])[CH:15]=[CH:14]3)=[CH:7][CH:6]=1. The catalyst class is: 138. (5) Reactant: [CH3:1][O:2][CH:3]1[CH2:8][CH2:7][N:6]([C:9]2[N:14]=[C:13]([NH:15][C:16]3[N:21]=[CH:20][C:19]4[N:22](COCC[Si](C)(C)C)[C:23]([C:25]5[CH:26]=[N:27][N:28](COCC[Si](C)(C)C)[CH:29]=5)=[N:24][C:18]=4[CH:17]=3)[CH:12]=[CH:11][N:10]=2)[CH2:5][CH2:4]1. Product: [CH3:1][O:2][CH:3]1[CH2:4][CH2:5][N:6]([C:9]2[N:14]=[C:13]([NH:15][C:16]3[N:21]=[CH:20][C:19]4[NH:22][C:23]([C:25]5[CH:29]=[N:28][NH:27][CH:26]=5)=[N:24][C:18]=4[CH:17]=3)[CH:12]=[CH:11][N:10]=2)[CH2:7][CH2:8]1. The catalyst class is: 240.